The task is: Predict the reactants needed to synthesize the given product.. This data is from Full USPTO retrosynthesis dataset with 1.9M reactions from patents (1976-2016). (1) The reactants are: [C:1]([OH:14])(=[O:13])/[CH:2]=[CH:3]/[C:4]1[CH:12]=[CH:11][C:9]([OH:10])=[C:6]([O:7][CH3:8])[CH:5]=1.N1C=CC=CC=1.[C:21](OC(=O)C)(=[O:23])[CH3:22].Cl. Given the product [C:21](/[C:2](=[CH:3]\[C:4]1[CH:12]=[CH:11][C:9]([OH:10])=[C:6]([O:7][CH3:8])[CH:5]=1)/[C:1]([OH:14])=[O:13])(=[O:23])[CH3:22], predict the reactants needed to synthesize it. (2) Given the product [CH2:9]=[CH:10][CH2:11][C@@H:12]([OH:21])[CH2:13][CH2:14][CH2:15][CH2:16][CH2:17][CH2:18][CH3:19], predict the reactants needed to synthesize it. The reactants are: C1C=C2C=C[C:9](O)=[C:10]([C:11]3C4[C:15](=[CH:16][CH:17]=[CH:18][CH:19]=4)[CH:14]=[CH:13][C:12]=3[OH:21])C2=CC=1.C([Sn](CCCC)(CCCC)CCCC)C=C.C(=O)CCCCCCC. (3) Given the product [C:24]([O:28][C:29]([N:31]1[CH2:36][CH2:35][C:34]([C:11]2[N:12]([CH2:14][CH2:15][N:16]([CH3:18])[CH3:17])[CH:13]=[C:9]([C:4]3[CH:5]=[CH:6][C:7]([F:8])=[C:2]([Cl:1])[CH:3]=3)[N:10]=2)([OH:37])[CH2:33][CH2:32]1)=[O:30])([CH3:27])([CH3:25])[CH3:26], predict the reactants needed to synthesize it. The reactants are: [Cl:1][C:2]1[CH:3]=[C:4]([C:9]2[N:10]=[CH:11][N:12]([CH2:14][CH2:15][N:16]([CH3:18])[CH3:17])[CH:13]=2)[CH:5]=[CH:6][C:7]=1[F:8].C([Li])CCC.[C:24]([O:28][C:29]([N:31]1[CH2:36][CH2:35][C:34](=[O:37])[CH2:33][CH2:32]1)=[O:30])([CH3:27])([CH3:26])[CH3:25]. (4) The reactants are: Cl[C:2]1[CH:7]=[C:6]([N+:8]([O-:10])=[O:9])[CH:5]=[CH:4][N:3]=1.[N:11]1[CH:16]=[CH:15][CH:14]=[C:13](B(O)O)[CH:12]=1.C(=O)([O-])[O-].[Na+].[Na+]. Given the product [N+:8]([C:6]1[CH:5]=[CH:4][N:3]=[C:2]([C:13]2[CH:12]=[N:11][CH:16]=[CH:15][CH:14]=2)[CH:7]=1)([O-:10])=[O:9], predict the reactants needed to synthesize it.